This data is from NCI-60 drug combinations with 297,098 pairs across 59 cell lines. The task is: Regression. Given two drug SMILES strings and cell line genomic features, predict the synergy score measuring deviation from expected non-interaction effect. (1) Drug 1: CN(C)C1=NC(=NC(=N1)N(C)C)N(C)C. Drug 2: COCCOC1=C(C=C2C(=C1)C(=NC=N2)NC3=CC=CC(=C3)C#C)OCCOC.Cl. Cell line: CAKI-1. Synergy scores: CSS=14.5, Synergy_ZIP=-5.32, Synergy_Bliss=-4.67, Synergy_Loewe=-18.3, Synergy_HSA=-2.23. (2) Drug 1: CC1OCC2C(O1)C(C(C(O2)OC3C4COC(=O)C4C(C5=CC6=C(C=C35)OCO6)C7=CC(=C(C(=C7)OC)O)OC)O)O. Drug 2: CN(CCCl)CCCl.Cl. Cell line: SK-MEL-2. Synergy scores: CSS=29.1, Synergy_ZIP=5.17, Synergy_Bliss=7.20, Synergy_Loewe=-5.33, Synergy_HSA=3.45. (3) Drug 1: C1CCC(CC1)NC(=O)N(CCCl)N=O. Drug 2: C1CC(=O)NC(=O)C1N2C(=O)C3=CC=CC=C3C2=O. Cell line: CAKI-1. Synergy scores: CSS=46.1, Synergy_ZIP=20.9, Synergy_Bliss=20.0, Synergy_Loewe=18.1, Synergy_HSA=20.1. (4) Drug 1: C1=CN(C(=O)N=C1N)C2C(C(C(O2)CO)O)(F)F. Drug 2: COCCOC1=C(C=C2C(=C1)C(=NC=N2)NC3=CC=CC(=C3)C#C)OCCOC. Cell line: OVCAR3. Synergy scores: CSS=53.0, Synergy_ZIP=-7.77, Synergy_Bliss=-8.48, Synergy_Loewe=-1.26, Synergy_HSA=2.93. (5) Drug 1: CC(C)(C#N)C1=CC(=CC(=C1)CN2C=NC=N2)C(C)(C)C#N. Drug 2: CC(C)CN1C=NC2=C1C3=CC=CC=C3N=C2N. Cell line: HCC-2998. Synergy scores: CSS=-0.775, Synergy_ZIP=6.45, Synergy_Bliss=6.05, Synergy_Loewe=2.61, Synergy_HSA=0.153.